From a dataset of Forward reaction prediction with 1.9M reactions from USPTO patents (1976-2016). Predict the product of the given reaction. (1) Given the reactants [F:1][C:2]([F:15])([F:14])[C:3]1[CH:4]=[CH:5][C:6]([I:13])=[C:7]([CH2:9][C:10]([OH:12])=[O:11])[CH:8]=1.[CH3:16][CH:17](O)[CH3:18], predict the reaction product. The product is: [F:15][C:2]([F:1])([F:14])[C:3]1[CH:4]=[CH:5][C:6]([I:13])=[C:7]([CH2:9][C:10]([O:12][CH:17]([CH3:18])[CH3:16])=[O:11])[CH:8]=1. (2) Given the reactants [NH2:1][C:2]1[CH:3]=[C:4]([C:16]([NH:18][CH2:19][C:20]2[C:21](=[O:28])[NH:22][C:23]([CH3:27])=[CH:24][C:25]=2[CH3:26])=[O:17])[C:5]2[CH:6]=[N:7][N:8]([CH:11]3[CH2:15][CH2:14][CH2:13][CH2:12]3)[C:9]=2[CH:10]=1.N1C=CC=CC=1.[C:35]1([S:41](Cl)(=[O:43])=[O:42])[CH:40]=[CH:39][CH:38]=[CH:37][CH:36]=1, predict the reaction product. The product is: [CH:11]1([N:8]2[C:9]3[CH:10]=[C:2]([NH:1][S:41]([C:35]4[CH:40]=[CH:39][CH:38]=[CH:37][CH:36]=4)(=[O:43])=[O:42])[CH:3]=[C:4]([C:16]([NH:18][CH2:19][C:20]4[C:21](=[O:28])[NH:22][C:23]([CH3:27])=[CH:24][C:25]=4[CH3:26])=[O:17])[C:5]=3[CH:6]=[N:7]2)[CH2:15][CH2:14][CH2:13][CH2:12]1. (3) Given the reactants I[C:2]1[CH:17]=[CH:16][C:5]([O:6][CH2:7][CH2:8][CH2:9][N:10]2[CH2:15][CH2:14][CH2:13][CH2:12][CH2:11]2)=[CH:4][CH:3]=1.[C:18]([O:22][C:23]([C:25]12[CH2:31][CH:28]([NH:29][CH2:30]1)[CH2:27][NH:26]2)=[O:24])([CH3:21])([CH3:20])[CH3:19], predict the reaction product. The product is: [C:18]([O:22][C:23]([C:25]12[CH2:31][CH:28]([N:29]([C:2]3[CH:17]=[CH:16][C:5]([O:6][CH2:7][CH2:8][CH2:9][N:10]4[CH2:15][CH2:14][CH2:13][CH2:12][CH2:11]4)=[CH:4][CH:3]=3)[CH2:30]1)[CH2:27][NH:26]2)=[O:24])([CH3:21])([CH3:19])[CH3:20]. (4) The product is: [NH2:1][C:2]1[N:7]=[C:6]([N:8]2[C@H:13]([CH3:14])[CH2:12][CH2:11][C@H:10]([C:15]([NH:41][CH:36]3[CH2:37][CH2:38][CH2:39][CH2:40]3)=[O:16])[CH2:9]2)[CH:5]=[C:4]([C:18]2[CH:23]=[CH:22][C:21]([C:24]#[N:25])=[C:20]([F:26])[CH:19]=2)[N:3]=1. Given the reactants [NH2:1][C:2]1[N:7]=[C:6]([N:8]2[C@H:13]([CH3:14])[CH2:12][CH2:11][C@H:10]([C:15](O)=[O:16])[CH2:9]2)[CH:5]=[C:4]([C:18]2[CH:23]=[CH:22][C:21]([C:24]#[N:25])=[C:20]([F:26])[CH:19]=2)[N:3]=1.CN(C(ON1N=N[C:37]2[CH:38]=[CH:39][CH:40]=[N:41][C:36]1=2)=[N+](C)C)C.F[P-](F)(F)(F)(F)F.CCN(C(C)C)C(C)C.C1(N)CCCC1, predict the reaction product. (5) The product is: [S:24]1[C:25]2[CH:31]=[CH:30][CH:29]=[CH:28][C:26]=2[N:27]=[C:23]1[C:22]1[C:21](=[O:20])[O:18][C:12]2[C:13]([CH:14]=1)=[CH:16][CH:17]=[C:10]([N:7]1[CH2:8][CH2:9][N:4]([CH2:3][CH2:2][F:1])[CH2:5][CH2:6]1)[CH:11]=2. Given the reactants [F:1][CH2:2][CH2:3][N:4]1[CH2:9][CH2:8][N:7]([C:10]2[CH:17]=[CH:16][C:13]([CH:14]=O)=[C:12]([OH:18])[CH:11]=2)[CH2:6][CH2:5]1.C[O:20][C:21](=O)[CH2:22][C:23]1[S:24][C:25]2[CH:31]=[CH:30][CH:29]=[CH:28][C:26]=2[N:27]=1.N1CCCCC1, predict the reaction product.